Predict the reaction yield, written as a fraction of the theoretical maximum amount of product (1.0 means a 100% yield; for example, 0.34 means a 34% yield). From a dataset of Reaction yield outcomes from USPTO patents with 853,638 reactions. (1) The product is [CH2:17]([O:24][C:25]1[CH:30]=[C:29]([O:31][CH2:32][C:33]2[CH:38]=[CH:37][CH:36]=[CH:35][CH:34]=2)[CH:28]=[CH:27][C:26]=1[CH:39]1[CH2:42][N:41]([C:1]([C:2]2[CH:7]=[CH:6][CH:5]=[CH:4][CH:3]=2)=[O:8])[CH2:40]1)[C:18]1[CH:23]=[CH:22][CH:21]=[CH:20][CH:19]=1. The reactants are [C:1](Cl)(=[O:8])[C:2]1[CH:7]=[CH:6][CH:5]=[CH:4][CH:3]=1.FC(F)(F)C(O)=O.[CH2:17]([O:24][C:25]1[CH:30]=[C:29]([O:31][CH2:32][C:33]2[CH:38]=[CH:37][CH:36]=[CH:35][CH:34]=2)[CH:28]=[CH:27][C:26]=1[CH:39]1[CH2:42][NH:41][CH2:40]1)[C:18]1[CH:23]=[CH:22][CH:21]=[CH:20][CH:19]=1. The yield is 0.820. The catalyst is O1CCCC1.C(N(CC)C(C)C)(C)C. (2) The reactants are [Br:1][C:2]1[CH:11]=[C:10]2[C:5]([CH2:6][CH2:7]/[C:8](=[CH:13]\[C:14]3[CH:15]=[N:16][CH:17]=[CH:18][CH:19]=3)/[C:9]2=[O:12])=[CH:4][CH:3]=1. The catalyst is [Pt].CCO. The product is [Br:1][C:2]1[CH:11]=[C:10]2[C:5]([CH2:6][CH2:7][CH:8]([CH2:13][C:14]3[CH:15]=[N:16][CH:17]=[CH:18][CH:19]=3)[C:9]2=[O:12])=[CH:4][CH:3]=1. The yield is 0.630.